From a dataset of Retrosynthesis with 50K atom-mapped reactions and 10 reaction types from USPTO. Predict the reactants needed to synthesize the given product. (1) Given the product O=S(=O)(Nc1nccs1)c1ccc(I)cc1, predict the reactants needed to synthesize it. The reactants are: Nc1nccs1.O=S(=O)(Cl)c1ccc(I)cc1. (2) Given the product COc1ccc(-c2nc(-c3cccc(C(=O)O)n3)cs2)c2c1oc1ccccc12, predict the reactants needed to synthesize it. The reactants are: CCOC(=O)c1cccc(-c2csc(-c3ccc(OC)c4oc5ccccc5c34)n2)n1. (3) Given the product CCN(COC)C(=O)c1c(Cl)cccc1[Si](C)(C)C, predict the reactants needed to synthesize it. The reactants are: CCNC(=O)c1c(Cl)cccc1[Si](C)(C)C.COCCl.